Dataset: TCR-epitope binding with 47,182 pairs between 192 epitopes and 23,139 TCRs. Task: Binary Classification. Given a T-cell receptor sequence (or CDR3 region) and an epitope sequence, predict whether binding occurs between them. (1) Result: 0 (the TCR does not bind to the epitope). The TCR CDR3 sequence is CSARAGLNNEQFF. The epitope is KLPDDFTGCV. (2) The epitope is SEPVLKGVKL. The TCR CDR3 sequence is CSVGGHSSSYEQYF. Result: 1 (the TCR binds to the epitope). (3) The epitope is GLCTLVAML. The TCR CDR3 sequence is CASSLASGNSYEQYF. Result: 1 (the TCR binds to the epitope).